Dataset: TCR-epitope binding with 47,182 pairs between 192 epitopes and 23,139 TCRs. Task: Binary Classification. Given a T-cell receptor sequence (or CDR3 region) and an epitope sequence, predict whether binding occurs between them. (1) The epitope is KLMNIQQKL. The TCR CDR3 sequence is CASSPSSTGFYNEQFF. Result: 0 (the TCR does not bind to the epitope). (2) The epitope is LPAADLDDF. The TCR CDR3 sequence is CASSSLSGSFAYNEQFF. Result: 0 (the TCR does not bind to the epitope). (3) The epitope is IVTDFSVIK. The TCR CDR3 sequence is CASSTGGAWNEQFF. Result: 1 (the TCR binds to the epitope).